Dataset: NCI-60 drug combinations with 297,098 pairs across 59 cell lines. Task: Regression. Given two drug SMILES strings and cell line genomic features, predict the synergy score measuring deviation from expected non-interaction effect. Drug 1: C1=CC(=CC=C1CC(C(=O)O)N)N(CCCl)CCCl.Cl. Drug 2: C1=NC2=C(N=C(N=C2N1C3C(C(C(O3)CO)O)F)Cl)N. Cell line: SF-268. Synergy scores: CSS=25.8, Synergy_ZIP=-7.21, Synergy_Bliss=1.39, Synergy_Loewe=-7.13, Synergy_HSA=0.455.